From a dataset of Catalyst prediction with 721,799 reactions and 888 catalyst types from USPTO. Predict which catalyst facilitates the given reaction. (1) Reactant: Br[C:2]1([C:12]([O:14][CH3:15])=[O:13])[C:10](=[O:11])[C:6]2[CH:7]=[CH:8][S:9][C:5]=2[CH2:4][CH2:3]1.C(=O)([O-])[O-].[Li+].[Li+]. Product: [OH:11][C:10]1[C:6]2[CH:7]=[CH:8][S:9][C:5]=2[CH:4]=[CH:3][C:2]=1[C:12]([O:14][CH3:15])=[O:13]. The catalyst class is: 3. (2) Reactant: C[O:2][C:3](=[O:32])[CH2:4][O:5][C:6]1[CH:11]=[CH:10][C:9]([S:12][CH2:13][CH:14]=[C:15]([C:23]2[CH:28]=[CH:27][C:26]([Cl:29])=[CH:25][CH:24]=2)[C:16]2[CH:21]=[CH:20][C:19]([Cl:22])=[CH:18][CH:17]=2)=[CH:8][C:7]=1[CH2:30][CH3:31].[OH-].[Na+].Cl. Product: [Cl:29][C:26]1[CH:25]=[CH:24][C:23]([C:15]([C:16]2[CH:21]=[CH:20][C:19]([Cl:22])=[CH:18][CH:17]=2)=[CH:14][CH2:13][S:12][C:9]2[CH:10]=[CH:11][C:6]([O:5][CH2:4][C:3]([OH:32])=[O:2])=[C:7]([CH2:30][CH3:31])[CH:8]=2)=[CH:28][CH:27]=1. The catalyst class is: 8. (3) Reactant: [CH:1]1([C:7]2[N:12]3[N:13]=[CH:14][C:15]([C:16]#[N:17])=[C:11]3[N:10]=[CH:9][C:8]=2[C:18]2[CH:23]=[CH:22][C:21]([OH:24])=[CH:20][CH:19]=2)[CH2:6][CH2:5][CH2:4][CH2:3][CH2:2]1.[CH3:25][O:26][C:27]([C:29]1[CH:34]=[CH:33][C:32]([C:35]2[CH:40]=[CH:39][C:38]([Cl:41])=[CH:37][CH:36]=2)=[C:31]([CH2:42]Br)[CH:30]=1)=[O:28].C(=O)([O-])[O-].[Cs+].[Cs+]. Product: [CH3:25][O:26][C:27]([C:29]1[CH:34]=[CH:33][C:32]([C:35]2[CH:40]=[CH:39][C:38]([Cl:41])=[CH:37][CH:36]=2)=[C:31]([CH2:42][O:24][C:21]2[CH:20]=[CH:19][C:18]([C:8]3[CH:9]=[N:10][C:11]4[N:12]([N:13]=[CH:14][C:15]=4[C:16]#[N:17])[C:7]=3[CH:1]3[CH2:2][CH2:3][CH2:4][CH2:5][CH2:6]3)=[CH:23][CH:22]=2)[CH:30]=1)=[O:28]. The catalyst class is: 9. (4) The catalyst class is: 4. Reactant: C(OC([N:8]1[CH2:17][CH2:16][C:15]2[C:10](=[C:11](C)[C:12]([O:20]C)=[C:13]([O:18]C)[CH:14]=2)[CH:9]1[CH2:23][C:24]1[CH:29]=[CH:28][C:27]([C:30]2[S:34][C:33]3[CH:35]=[CH:36][CH:37]=[CH:38][C:32]=3[CH:31]=2)=[CH:26][CH:25]=1)=O)(C)(C)C.B(Br)(Br)[Br:40]. Product: [BrH:40].[S:34]1[C:30]([C:27]2[CH:28]=[CH:29][C:24]([CH2:23][CH:9]3[C:10]4[C:15](=[CH:14][C:13]([OH:18])=[C:12]([OH:20])[CH:11]=4)[CH2:16][CH2:17][NH:8]3)=[CH:25][CH:26]=2)=[CH:31][C:32]2[CH:38]=[CH:37][CH:36]=[CH:35][C:33]1=2. (5) Reactant: [CH3:1][O:2][C:3]1[C:8]([N+:9]([O-])=O)=[CH:7][N:6]=[C:5]([C:12]2[CH2:17][CH2:16][N:15]([C:18]([O:20][C:21]([CH3:24])([CH3:23])[CH3:22])=[O:19])[CH2:14][CH:13]=2)[CH:4]=1. Product: [NH2:9][C:8]1[C:3]([O:2][CH3:1])=[CH:4][C:5]([CH:12]2[CH2:17][CH2:16][N:15]([C:18]([O:20][C:21]([CH3:22])([CH3:23])[CH3:24])=[O:19])[CH2:14][CH2:13]2)=[N:6][CH:7]=1. The catalyst class is: 50.